From a dataset of Rat liver microsome stability data. Regression/Classification. Given a drug SMILES string, predict its absorption, distribution, metabolism, or excretion properties. Task type varies by dataset: regression for continuous measurements (e.g., permeability, clearance, half-life) or binary classification for categorical outcomes (e.g., BBB penetration, CYP inhibition). Dataset: rlm. (1) The result is 1 (stable in rat liver microsomes). The drug is Cc1ccc2c(C(c3cccs3)C(C#N)C#N)c(-c3ccccc3)[nH]c2c1. (2) The drug is CC(=O)c1c(Cl)c(C(=O)NOCCO)c(Nc2ccc(I)cc2F)n1C. The result is 1 (stable in rat liver microsomes). (3) The result is 1 (stable in rat liver microsomes). The molecule is O=S(=O)(NCc1ccc(-c2cccnc2)cc1)c1cc2ccccc2[nH]1. (4) The molecule is CCNC(=O)Nc1ncc(-c2cc(-c3c(C)cc(OC)cc3C)nc(-c3cnccn3)n2)s1. The result is 0 (unstable in rat liver microsomes). (5) The result is 0 (unstable in rat liver microsomes). The molecule is COc1ncc(-c2nc3c(n2C(C)C)[C@@H](c2ccc(Cl)cc2C)N(c2cc(Cl)ccc2C)C3=O)c(OC)n1. (6) The drug is Cc1ccc(S(=O)(=O)Nc2cccnc2C(=O)Nc2nc(-c3ccccc3)cs2)cc1. The result is 1 (stable in rat liver microsomes). (7) The molecule is COCCCOc1cc(C(=O)N(C[C@@H]2CNC[C@H]2NC(=O)CCc2ccccc2)C(C)C)ccc1OC. The result is 0 (unstable in rat liver microsomes).